This data is from Forward reaction prediction with 1.9M reactions from USPTO patents (1976-2016). The task is: Predict the product of the given reaction. (1) Given the reactants Cl[C:2]1[N:7]=[C:6]2[N:8]([CH2:17][CH:18]=[CH2:19])[C:9](=[O:16])[N:10]([CH2:11][C:12]([CH3:15])([CH3:14])[CH3:13])[C:5]2=[CH:4][CH:3]=1.C([O-])([O-])=O.[Cs+].[Cs+].[CH3:26][C:27]1[CH:32]=[CH:31][C:30]([C:33]([OH:36])([CH3:35])[CH3:34])=[CH:29][C:28]=1B1OC(C)(C)C(C)(C)O1, predict the reaction product. The product is: [CH3:13][C:12]([CH3:15])([CH3:14])[CH2:11][N:10]1[C:5]2[C:6](=[N:7][C:2]([C:32]3[CH:31]=[C:30]([C:33]([OH:36])([CH3:34])[CH3:35])[CH:29]=[CH:28][C:27]=3[CH3:26])=[CH:3][CH:4]=2)[N:8]([CH2:17][CH:18]=[CH2:19])[C:9]1=[O:16]. (2) Given the reactants [CH3:1][O:2][C:3]([C:5]1[CH:14]=[C:13]([O:15][CH2:16][C:17]([OH:19])=O)[C:12]2[C:7](=[CH:8][C:9]([CH3:20])=[CH:10][CH:11]=2)[N:6]=1)=[O:4].FC1C(O)=C(F)C(F)=C(F)C=1F.[CH3:33][O:34][CH:35]1[CH2:40][CH2:39][NH:38][CH2:37][CH2:36]1.C(N1CCOCC1)C, predict the reaction product. The product is: [CH3:1][O:2][C:3]([C:5]1[CH:14]=[C:13]([O:15][CH2:16][C:17]([N:38]2[CH2:39][CH2:40][CH:35]([O:34][CH3:33])[CH2:36][CH2:37]2)=[O:19])[C:12]2[C:7](=[CH:8][C:9]([CH3:20])=[CH:10][CH:11]=2)[N:6]=1)=[O:4].